This data is from Full USPTO retrosynthesis dataset with 1.9M reactions from patents (1976-2016). The task is: Predict the reactants needed to synthesize the given product. Given the product [Br:1][C:2]1[N:7]=[C:6]([N:13]2[CH2:19][CH:18]([OH:20])[CH2:17][NH:16][CH2:15][CH2:14]2)[C:5]([O:9][CH3:10])=[CH:4][CH:3]=1, predict the reactants needed to synthesize it. The reactants are: [Br:1][C:2]1[N:7]=[C:6](F)[C:5]([O:9][CH3:10])=[CH:4][CH:3]=1.Br.Br.[NH:13]1[CH2:19][CH:18]([OH:20])[CH2:17][NH:16][CH2:15][CH2:14]1.CCN(C(C)C)C(C)C.